Dataset: Catalyst prediction with 721,799 reactions and 888 catalyst types from USPTO. Task: Predict which catalyst facilitates the given reaction. Reactant: C(OC([NH:8][C@H:9]([C:31]([O:33]C(C)(C)C)=[O:32])[CH2:10][C@H:11]([CH2:19][C:20]1[CH:25]=[CH:24][C:23]([O:26][CH2:27][CH2:28][CH2:29][F:30])=[CH:22][CH:21]=1)[C:12]([O:14]C(C)(C)C)=[O:13])=O)(C)(C)C.COC1C=CC=CC=1. Product: [F:30][CH2:29][CH2:28][CH2:27][O:26][C:23]1[CH:24]=[CH:25][C:20]([CH2:19][C@H:11]([C:12]([OH:14])=[O:13])[CH2:10][C@@H:9]([C:31]([OH:33])=[O:32])[NH2:8])=[CH:21][CH:22]=1. The catalyst class is: 55.